Dataset: Full USPTO retrosynthesis dataset with 1.9M reactions from patents (1976-2016). Task: Predict the reactants needed to synthesize the given product. (1) Given the product [C:1]1([C:15]2[CH:20]=[CH:19][CH:18]=[CH:17][CH:16]=2)[CH:6]=[CH:5][CH:4]=[C:3]([C:7]2([CH2:13][NH:14][C:31](=[O:32])[C:30]3[CH:34]=[CH:35][CH:36]=[C:28]([C:25]4[N:24]=[C:23]([C:22]([F:38])([F:37])[F:21])[O:27][N:26]=4)[CH:29]=3)[CH2:8][CH2:9][O:10][CH2:11][CH2:12]2)[CH:2]=1, predict the reactants needed to synthesize it. The reactants are: [C:1]1([C:15]2[CH:20]=[CH:19][CH:18]=[CH:17][CH:16]=2)[CH:6]=[CH:5][CH:4]=[C:3]([C:7]2([CH2:13][NH2:14])[CH2:12][CH2:11][O:10][CH2:9][CH2:8]2)[CH:2]=1.[F:21][C:22]([F:38])([F:37])[C:23]1[O:27][N:26]=[C:25]([C:28]2[CH:29]=[C:30]([CH:34]=[CH:35][CH:36]=2)[C:31](O)=[O:32])[N:24]=1. (2) Given the product [Cl:1][C:2]1[N:7]=[C:6]([C:8]2[S:12][C:11]([N:13]3[CH2:14][CH2:15][O:16][CH2:17][CH2:18]3)=[N:10][C:9]=2[C:19]2[C:20]([F:27])=[C:21]([NH:22][S:36]([C:30]3[CH:31]=[C:32]([F:35])[CH:33]=[CH:34][C:29]=3[F:28])(=[O:38])=[O:37])[CH:23]=[CH:24][C:25]=2[F:26])[CH:5]=[CH:4][N:3]=1, predict the reactants needed to synthesize it. The reactants are: [Cl:1][C:2]1[N:7]=[C:6]([C:8]2[S:12][C:11]([N:13]3[CH2:18][CH2:17][O:16][CH2:15][CH2:14]3)=[N:10][C:9]=2[C:19]2[C:20]([F:27])=[C:21]([CH:23]=[CH:24][C:25]=2[F:26])[NH2:22])[CH:5]=[CH:4][N:3]=1.[F:28][C:29]1[CH:34]=[CH:33][C:32]([F:35])=[CH:31][C:30]=1[S:36](Cl)(=[O:38])=[O:37]. (3) Given the product [F:14][C:11]([F:12])([F:13])[O:10][C:7]1[CH:8]=[CH:9][C:4]([NH:1][C:2](=[O:3])[NH:16][CH:17]([C:19]2[CH:24]=[CH:23][N:22]=[C:21]([NH:25][C:26](=[O:30])[CH:27]([CH3:29])[CH3:28])[CH:20]=2)[CH3:18])=[CH:5][CH:6]=1, predict the reactants needed to synthesize it. The reactants are: [N:1]([C:4]1[CH:9]=[CH:8][C:7]([O:10][C:11]([F:14])([F:13])[F:12])=[CH:6][CH:5]=1)=[C:2]=[O:3].Cl.[NH2:16][CH:17]([C:19]1[CH:24]=[CH:23][N:22]=[C:21]([NH:25][C:26](=[O:30])[CH:27]([CH3:29])[CH3:28])[CH:20]=1)[CH3:18].C(N(CC)C(C)C)(C)C. (4) Given the product [CH3:1][N:2]1[CH:6]=[C:5]([C:7]2[CH:12]=[C:11]([C:13]3[N:15]=[N:16][NH:17][N:14]=3)[CH:10]=[CH:9][N:8]=2)[N:4]=[CH:3]1, predict the reactants needed to synthesize it. The reactants are: [CH3:1][N:2]1[CH:6]=[C:5]([C:7]2[CH:12]=[C:11]([C:13]#[N:14])[CH:10]=[CH:9][N:8]=2)[N:4]=[CH:3]1.[N-:15]=[N+:16]=[N-:17].[Na+].[Cl-].[NH4+]. (5) Given the product [Cl:1][C:2]1[CH:12]=[CH:11][C:5]([O:6][CH2:7][C:8]([NH:29][S:26]([CH3:25])(=[O:28])=[O:27])=[O:10])=[C:4]([NH:13][C:14]2[CH:19]=[CH:18][CH:17]=[C:16]([S:26]([CH3:25])(=[O:28])=[O:27])[C:15]=2[Cl:24])[CH:3]=1, predict the reactants needed to synthesize it. The reactants are: [Cl:1][C:2]1[CH:12]=[CH:11][C:5]([O:6][CH2:7][C:8]([OH:10])=O)=[C:4]([NH:13][C:14]2[CH:19]=[CH:18][C:17](S(C)(=O)=O)=[CH:16][C:15]=2[Cl:24])[CH:3]=1.[CH3:25][S:26]([NH2:29])(=[O:28])=[O:27]. (6) Given the product [OH:17][CH:16]([C:18]1[CH:19]=[N:20][CH:21]=[CH:22][CH:23]=1)[CH2:15][NH:14][C:11]([C:6]1[NH:7][C:8]2[C:4]([CH:5]=1)=[CH:3][C:2]([Cl:1])=[CH:10][CH:9]=2)=[O:13], predict the reactants needed to synthesize it. The reactants are: [Cl:1][C:2]1[CH:3]=[C:4]2[C:8](=[CH:9][CH:10]=1)[NH:7][C:6]([C:11]([OH:13])=O)=[CH:5]2.[NH2:14][CH2:15][CH:16]([C:18]1[CH:19]=[N:20][CH:21]=[CH:22][CH:23]=1)[OH:17].C1C=CC2N(O)N=NC=2C=1.CCN(C(C)C)C(C)C.CCN=C=NCCCN(C)C.